The task is: Predict the reaction yield, written as a fraction of the theoretical maximum amount of product (1.0 means a 100% yield; for example, 0.34 means a 34% yield).. This data is from Reaction yield outcomes from USPTO patents with 853,638 reactions. (1) The reactants are C1(C#C)C=CC=CC=1.[C:9]([C:11]1[CH:12]=[N:13][CH:14]=[CH:15][CH:16]=1)#[CH:10].[N:17]([C:20]1[S:21][C:22]([C:26]([NH:28][CH2:29][C:30]2[CH:35]=[CH:34][CH:33]=[CH:32][CH:31]=2)=[O:27])=[C:23]([CH3:25])[N:24]=1)=[N+:18]=[N-:19]. No catalyst specified. The product is [CH2:29]([NH:28][C:26]([C:22]1[S:21][C:20]([N:17]2[CH:10]=[C:9]([C:11]3[CH:12]=[N:13][CH:14]=[CH:15][CH:16]=3)[N:19]=[N:18]2)=[N:24][C:23]=1[CH3:25])=[O:27])[C:30]1[CH:31]=[CH:32][CH:33]=[CH:34][CH:35]=1. The yield is 0.130. (2) The reactants are [Cl:1][C:2]1[CH:3]=[C:4]([C:9](=O)[CH2:10][C:11](=O)[C:12]([F:15])([F:14])[F:13])[CH:5]=[CH:6][C:7]=1[Cl:8].[NH2:18][C:19]1[C:23]([C:24]#[N:25])=[CH:22][NH:21][N:20]=1. No catalyst specified. The product is [Cl:1][C:2]1[CH:3]=[C:4]([C:9]2[CH:10]=[C:11]([C:12]([F:15])([F:14])[F:13])[N:20]3[N:21]=[CH:22][C:23]([C:24]#[N:25])=[C:19]3[N:18]=2)[CH:5]=[CH:6][C:7]=1[Cl:8]. The yield is 0.390. (3) The reactants are Br[C:2]1[CH:7]=[N:6][CH2:5][C:4](N)([O:8][CH3:9])[N:3]=1.[CH3:11][PH:12](=[O:14])[CH3:13].P([O-])([O-])([O-])=O.[K+].[K+].[K+].C[N:24](C=O)C. The catalyst is C([O-])(=O)C.[Pd+2].C([O-])(=O)C.CC1(C)C2C(=C(P(C3C=CC=CC=3)C3C=CC=CC=3)C=CC=2)OC2C(P(C3C=CC=CC=3)C3C=CC=CC=3)=CC=CC1=2. The product is [CH3:11][P:12]([C:2]1[N:3]=[C:4]([O:8][CH3:9])[C:5]([NH2:24])=[N:6][CH:7]=1)([CH3:13])=[O:14]. The yield is 0.630. (4) The reactants are [Cl:1][C:2]1[CH:7]=[CH:6][C:5]([N:8]([CH3:20])[C:9](=[O:19])[C:10]2[CH:15]=[CH:14][C:13]([C:16]#[N:17])=[C:12]([CH3:18])[CH:11]=2)=[CH:4][CH:3]=1.[BH4-].[Na+]. The catalyst is CO.O.O.O.O.O.O.[Co](Cl)Cl. The product is [NH2:17][CH2:16][C:13]1[CH:14]=[CH:15][C:10]([C:9]([N:8]([C:5]2[CH:6]=[CH:7][C:2]([Cl:1])=[CH:3][CH:4]=2)[CH3:20])=[O:19])=[CH:11][C:12]=1[CH3:18]. The yield is 0.700. (5) The reactants are [CH2:1]([O:3][CH:4]([O:6][C:7]1[CH:12]=[CH:11][CH:10]=[C:9]([O:13][CH3:14])[CH:8]=1)[CH3:5])[CH3:2].C([Li])CCC.Br[CH2:21][C:22]([O:24][CH2:25][CH3:26])=[O:23].C(N(CC)C(C)C)(C)C. The catalyst is [Cu]I. The product is [CH2:1]([O:3][CH:4]([O:6][C:7]1[CH:12]=[CH:11][CH:10]=[C:9]([O:13][CH3:14])[C:8]=1[CH2:21][C:22]([O:24][CH2:25][CH3:26])=[O:23])[CH3:5])[CH3:2]. The yield is 0.960. (6) The reactants are [CH3:1][O:2][C:3]([C:5]1[C:6]([NH2:14])=[CH:7][CH:8]=[C:9]2[C:13]=1[NH:12][N:11]=[CH:10]2)=[O:4].[I:15]N1C(=O)CCC1=O. The catalyst is C(#N)C. The product is [CH3:1][O:2][C:3]([C:5]1[C:6]([NH2:14])=[C:7]([I:15])[CH:8]=[C:9]2[C:13]=1[NH:12][N:11]=[CH:10]2)=[O:4]. The yield is 0.910. (7) The reactants are Cl.Cl.Cl.[NH2:4][C:5]1[CH:10]=[CH:9][CH:8]=[CH:7][C:6]=1[NH:11][C:12](=[O:35])[C:13]1[CH:18]=[CH:17][C:16]([C:19]2[N:24]=[C:23]([CH2:25][CH2:26][CH2:27][NH:28][N:29]3[CH2:34][CH2:33][O:32][CH2:31][CH2:30]3)[N:22]=[CH:21][CH:20]=2)=[CH:15][CH:14]=1. The catalyst is O.[OH-].[NH4+]. The product is [NH2:4][C:5]1[CH:10]=[CH:9][CH:8]=[CH:7][C:6]=1[NH:11][C:12](=[O:35])[C:13]1[CH:18]=[CH:17][C:16]([C:19]2[N:24]=[C:23]([CH2:25][CH2:26][CH2:27][NH:28][N:29]3[CH2:34][CH2:33][O:32][CH2:31][CH2:30]3)[N:22]=[CH:21][CH:20]=2)=[CH:15][CH:14]=1. The yield is 0.400.